Dataset: Forward reaction prediction with 1.9M reactions from USPTO patents (1976-2016). Task: Predict the product of the given reaction. (1) Given the reactants [C:1]([C:4]1[CH:5]=[CH:6][C:7]2[N:8]([C:10]([CH2:13][NH:14][C:15](=[O:21])[O:16][C:17]([CH3:20])([CH3:19])[CH3:18])=[N:11][N:12]=2)[N:9]=1)(=[O:3])[NH2:2].C([O:26]C(CC1N2N=C(C(O)=O)C=CC2=NN=1)=O)(C)(C)C.CN(C(ON1N=NC2C=CC=NC1=2)=[N+](C)C)C.F[P-](F)(F)(F)(F)F.C(N(CC)CC)C, predict the reaction product. The product is: [CH3:1][OH:3].[NH4+:2].[OH-:26].[C:1]([C:4]1[CH:5]=[CH:6][C:7]2[N:8]([C:10]([CH2:13][NH:14][C:15](=[O:21])[O:16][C:17]([CH3:19])([CH3:18])[CH3:20])=[N:11][N:12]=2)[N:9]=1)(=[O:3])[NH2:2]. (2) Given the reactants [Br:1][C:2]1[CH:3]=[C:4]([C:8]2([CH3:15])[CH2:13][O:12][CH2:11][C:10]([NH2:14])=[N:9]2)[CH:5]=[CH:6][CH:7]=1.C(N(CC)CC)C.[CH3:23][O:24][C:25]1[CH:30]=[CH:29][C:28]([C:31](Cl)([C:38]2[CH:43]=[CH:42][C:41]([O:44][CH3:45])=[CH:40][CH:39]=2)[C:32]2[CH:37]=[CH:36][CH:35]=[CH:34][CH:33]=2)=[CH:27][CH:26]=1.O, predict the reaction product. The product is: [CH3:45][O:44][C:41]1[CH:40]=[CH:39][C:38]([C:31]([NH:14][C:10]2[CH2:11][O:12][CH2:13][C:8]([C:4]3[CH:5]=[CH:6][CH:7]=[C:2]([Br:1])[CH:3]=3)([CH3:15])[N:9]=2)([C:28]2[CH:27]=[CH:26][C:25]([O:24][CH3:23])=[CH:30][CH:29]=2)[C:32]2[CH:37]=[CH:36][CH:35]=[CH:34][CH:33]=2)=[CH:43][CH:42]=1.